Dataset: hERG potassium channel inhibition data for cardiac toxicity prediction from Karim et al.. Task: Regression/Classification. Given a drug SMILES string, predict its toxicity properties. Task type varies by dataset: regression for continuous values (e.g., LD50, hERG inhibition percentage) or binary classification for toxic/non-toxic outcomes (e.g., AMES mutagenicity, cardiotoxicity, hepatotoxicity). Dataset: herg_karim. (1) The compound is N/C1=N\C(=O)[C@@H]2CCCN2c2ccc(cc2)OC/C=C/CCNCC(=O)Nc2c(Cl)cc(cc2Cl)CN1. The result is 0 (non-blocker). (2) The molecule is CC(C)[C@@H](Nc1ccc(CNC(=O)[C@@H]2SCCN2C(=O)C[C@H](N)Cc2cc(F)c(F)cc2F)cc1)C(=O)O. The result is 0 (non-blocker). (3) The drug is C[C@@H]1c2nnc(-c3cccc(O)n3)n2CCN1C(=O)c1ccc(-c2cccs2)cc1. The result is 0 (non-blocker). (4) The molecule is CC(=O)Nc1cccc(Nc2ncnc(N3CCC(OCc4ccc(C(F)(F)F)cc4)CC3)n2)c1C. The result is 0 (non-blocker).